Dataset: Reaction yield outcomes from USPTO patents with 853,638 reactions. Task: Predict the reaction yield, written as a fraction of the theoretical maximum amount of product (1.0 means a 100% yield; for example, 0.34 means a 34% yield). (1) The reactants are Br[C:2]1[C:3]([C:23]2[CH:28]=[CH:27][C:26]([Cl:29])=[CH:25][CH:24]=2)=[CH:4][C:5]2[N:6]([C:8]([CH2:11][C:12]3[C:13]([CH3:22])=[N:14][C:15]([C:18]([F:21])([F:20])[F:19])=[CH:16][CH:17]=3)=[N:9][N:10]=2)[CH:7]=1.[CH3:30][C:31]1[CH:36]=[C:35]([CH3:37])[CH:34]=[CH:33][C:32]=1B(O)O.C([O-])([O-])=O.[K+].[K+].ClC1C=CC(C2C(C3C=CC(Cl)=CC=3Cl)=CN3C(CC4C=NC(C(F)(F)F)=CC=4)=NN=C3C=2)=CC=1. The catalyst is O1CCOCC1.O.C1C=CC([P]([Pd]([P](C2C=CC=CC=2)(C2C=CC=CC=2)C2C=CC=CC=2)([P](C2C=CC=CC=2)(C2C=CC=CC=2)C2C=CC=CC=2)[P](C2C=CC=CC=2)(C2C=CC=CC=2)C2C=CC=CC=2)(C2C=CC=CC=2)C2C=CC=CC=2)=CC=1. The product is [Cl:29][C:26]1[CH:27]=[CH:28][C:23]([C:3]2[C:2]([C:32]3[CH:33]=[CH:34][C:35]([CH3:37])=[CH:36][C:31]=3[CH3:30])=[CH:7][N:6]3[C:8]([CH2:11][C:12]4[C:13]([CH3:22])=[N:14][C:15]([C:18]([F:21])([F:20])[F:19])=[CH:16][CH:17]=4)=[N:9][N:10]=[C:5]3[CH:4]=2)=[CH:24][CH:25]=1. The yield is 0.650. (2) The reactants are [CH:1]1([C:7]2([CH3:17])[C:12](=[O:13])[N:11]([CH3:14])[C:10](=[O:15])[NH:9][C:8]2=[O:16])[CH2:6][CH2:5][CH2:4][CH:3]=[CH:2]1.Br[CH2:19][C:20]([C:22]1[CH:27]=[CH:26][CH:25]=[C:24]([O:28][CH3:29])[CH:23]=1)=[O:21]. No catalyst specified. The product is [CH:1]1([C:7]2([CH3:17])[C:8](=[O:16])[N:9]([CH2:19][C:20]([C:22]3[CH:27]=[CH:26][CH:25]=[C:24]([O:28][CH3:29])[CH:23]=3)=[O:21])[C:10](=[O:15])[N:11]([CH3:14])[C:12]2=[O:13])[CH2:6][CH2:5][CH2:4][CH:3]=[CH:2]1. The yield is 0.170. (3) The yield is 0.840. The catalyst is CN(C=O)C. The product is [F:1][C:2]1[CH:3]=[C:4]([C:10]2[N:11]=[C:12]([CH3:19])[C:13]3[C:18]([I:22])=[CH:17][NH:16][C:14]=3[N:15]=2)[CH:5]=[CH:6][C:7]=1[O:8][CH3:9]. The reactants are [F:1][C:2]1[CH:3]=[C:4]([C:10]2[N:11]=[C:12]([CH3:19])[C:13]3[CH:18]=[CH:17][NH:16][C:14]=3[N:15]=2)[CH:5]=[CH:6][C:7]=1[O:8][CH3:9].[OH-].[K+].[I:22]I. (4) The reactants are [CH3:1][O:2][C:3]1[CH:4]=[C:5]2[C:10](=[CH:11][CH:12]=1)[N:9]=[C:8](O)[CH:7]=[CH:6]2.O=P(Cl)(Cl)[Cl:16]. No catalyst specified. The product is [Cl:16][C:8]1[CH:7]=[CH:6][C:5]2[C:10](=[CH:11][CH:12]=[C:3]([O:2][CH3:1])[CH:4]=2)[N:9]=1. The yield is 0.860.